This data is from Full USPTO retrosynthesis dataset with 1.9M reactions from patents (1976-2016). The task is: Predict the reactants needed to synthesize the given product. Given the product [Cl:1][C:2]1[CH:3]=[C:4](/[CH:8]=[CH:9]/[C@H:10]2[CH2:14][CH2:13][CH2:12][NH:11]2)[CH:5]=[CH:6][CH:7]=1, predict the reactants needed to synthesize it. The reactants are: [Cl:1][C:2]1[CH:3]=[C:4](/[CH:8]=[CH:9]/[C@H:10]2[CH2:14][CH2:13][CH2:12][N:11]2C(OC(C)(C)C)=O)[CH:5]=[CH:6][CH:7]=1.Cl.